From a dataset of hERG potassium channel inhibition data for cardiac toxicity prediction from Karim et al.. Regression/Classification. Given a drug SMILES string, predict its toxicity properties. Task type varies by dataset: regression for continuous values (e.g., LD50, hERG inhibition percentage) or binary classification for toxic/non-toxic outcomes (e.g., AMES mutagenicity, cardiotoxicity, hepatotoxicity). Dataset: herg_karim. (1) The molecule is COC1COCCC1N[C@@H]1C[C@H]2CN(/C(N)=N\C#N)C[C@@]2(C(=O)N2CCc3ncc(C(F)(F)F)cc3C2)C1. The result is 0 (non-blocker). (2) The molecule is C[C@@H]1CNCCN1c1ccc(=O)n(CCOc2ccccc2C(F)(F)F)n1. The result is 1 (blocker). (3) The molecule is COc1ccc(C(C)NC(=O)C2(N)CCN(c3ncnc4[nH]ccc34)CC2)cc1OC. The result is 0 (non-blocker). (4) The molecule is CNCc1cccc(-c2ccc3c(N4CCOCC4)nc(N4C[C@H](C)O[C@H](C)C4)nc3n2)c1. The result is 0 (non-blocker). (5) The compound is COCCCc1cc(CN(C(=O)C2CNCCC2c2ccn(C)c(=O)c2)C2CC2)cc(OCCOC)c1. The result is 0 (non-blocker). (6) The molecule is CC(=O)N1CCN(CCOc2ccc(NC(=O)c3cccc(F)c3)cc2-c2ccnn2C)CC1. The result is 1 (blocker).